Dataset: Full USPTO retrosynthesis dataset with 1.9M reactions from patents (1976-2016). Task: Predict the reactants needed to synthesize the given product. (1) Given the product [F:20][C:17]1[CH:16]=[CH:15][C:14]([C:12]2[C:11]3[C:6](=[CH:7][C:8]([C:21]([N:33]4[CH2:34][CH2:39][CH2:38][CH2:37]4)=[O:23])=[CH:9][CH:10]=3)[N:5]=[C:4]([C:2]([NH2:1])=[O:3])[CH:13]=2)=[CH:19][CH:18]=1, predict the reactants needed to synthesize it. The reactants are: [NH2:1][C:2]([C:4]1[CH:13]=[C:12]([C:14]2[CH:19]=[CH:18][C:17]([F:20])=[CH:16][CH:15]=2)[C:11]2[C:6](=[CH:7][C:8]([C:21]([OH:23])=O)=[CH:9][CH:10]=2)[N:5]=1)=[O:3].F[P-](F)(F)(F)(F)F.N1(O[P+](N(C)C)(N(C)C)N(C)C)C2C=[CH:37][CH:38]=[CH:39][C:34]=2[N:33]=N1.CN(C=O)C. (2) Given the product [NH2:11][C:9]1[N:8]=[CH:7][N:6]=[C:5]2[N:4]([C@H:12]3[CH2:17][CH2:16][C@H:15]([N:18]4[CH2:23][CH2:22][N:21]([CH3:24])[CH2:20][CH2:19]4)[CH2:14][CH2:13]3)[N:3]=[C:2]([C:30]3[CH:29]=[CH:28][C:27]([NH:41][C:42](=[O:48])[O:43][C:44]([CH3:45])([CH3:46])[CH3:47])=[C:26]([Cl:25])[CH:31]=3)[C:10]=12, predict the reactants needed to synthesize it. The reactants are: I[C:2]1[C:10]2[C:5](=[N:6][CH:7]=[N:8][C:9]=2[NH2:11])[N:4]([C@H:12]2[CH2:17][CH2:16][C@H:15]([N:18]3[CH2:23][CH2:22][N:21]([CH3:24])[CH2:20][CH2:19]3)[CH2:14][CH2:13]2)[N:3]=1.[Cl:25][C:26]1[CH:31]=[C:30](B2OC(C)(C)C(C)(C)O2)[CH:29]=[CH:28][C:27]=1[NH:41][C:42](=[O:48])[O:43][C:44]([CH3:47])([CH3:46])[CH3:45].C(=O)([O-])[O-].[Na+].[Na+]. (3) Given the product [CH3:27][O:28][C:18](=[O:21])[C:25]1[CH:24]=[CH:2][C:7]([C:2]2[C:7]([C:8]#[C:9][C:10]3[CH:11]=[N:12][C:13]([NH2:16])=[CH:14][CH:15]=3)=[C:6]([CH3:17])[N:5]=[CH:4][N:3]=2)=[CH:6][CH:17]=1, predict the reactants needed to synthesize it. The reactants are: Cl[C:2]1[C:7]([C:8]#[C:9][C:10]2[CH:11]=[N:12][C:13]([NH2:16])=[CH:14][CH:15]=2)=[C:6]([CH3:17])[N:5]=[CH:4][N:3]=1.[C:18]([O-:21])([O-])=O.[Cs+].[Cs+].[CH3:24][CH2:25]O.[CH3:27][OH:28]. (4) The reactants are: [CH2:1]([N:8]1[CH2:13][CH2:12][C:11](=[O:14])[CH:10]([C:15]([C:28]2[CH:33]=[CH:32][CH:31]=[CH:30][CH:29]=2)([C:22]2[CH:27]=[CH:26][CH:25]=[CH:24][CH:23]=2)[O:16][SiH2:17][C:18]([CH3:21])([CH3:20])[CH3:19])[CH2:9]1)[C:2]1[CH:7]=[CH:6][CH:5]=[CH:4][CH:3]=1.[C:34]1([C:40]2[CH:45]=[CH:44][C:43]([Mg]Cl)=[CH:42][CH:41]=2)[CH:39]=[CH:38][CH:37]=[CH:36][CH:35]=1. Given the product [CH2:1]([N:8]1[CH2:13][CH2:12][C:11]([C:43]2[CH:44]=[CH:45][C:40]([C:34]3[CH:39]=[CH:38][CH:37]=[CH:36][CH:35]=3)=[CH:41][CH:42]=2)([OH:14])[CH:10]([C:15]([C:28]2[CH:29]=[CH:30][CH:31]=[CH:32][CH:33]=2)([C:22]2[CH:23]=[CH:24][CH:25]=[CH:26][CH:27]=2)[O:16][SiH2:17][C:18]([CH3:21])([CH3:20])[CH3:19])[CH2:9]1)[C:2]1[CH:3]=[CH:4][CH:5]=[CH:6][CH:7]=1, predict the reactants needed to synthesize it. (5) Given the product [N:1]([CH2:11][C:10]1[CH:13]=[CH:14][C:7]([C:5]#[N:6])=[CH:8][CH:9]=1)=[N+:2]=[N-:3], predict the reactants needed to synthesize it. The reactants are: [N-:1]=[N+:2]=[N-:3].[Na+].[C:5]([C:7]1[CH:14]=[CH:13][C:10]([CH2:11]Br)=[CH:9][CH:8]=1)#[N:6]. (6) The reactants are: CC1(C)[N:6](C(OC(C)(C)C)=O)[C@@:5]([CH3:45])([C:14]2[S:15][C:16]([C:19]3[CH:24]=[CH:23][C:22]([O:25][CH2:26][CH2:27][CH2:28][CH2:29][CH2:30][C:31]4[CH:36]=[CH:35][C:34]([C:37]([F:40])([F:39])[F:38])=[CH:33][CH:32]=4)=[C:21]([C:41]([F:44])([F:43])[F:42])[CH:20]=3)=[CH:17][N:18]=2)[CH2:4][O:3]1.P([O-])([O-])([O-])=O. Given the product [NH2:6][C@@:5]([C:14]1[S:15][C:16]([C:19]2[CH:24]=[CH:23][C:22]([O:25][CH2:26][CH2:27][CH2:28][CH2:29][CH2:30][C:31]3[CH:32]=[CH:33][C:34]([C:37]([F:38])([F:39])[F:40])=[CH:35][CH:36]=3)=[C:21]([C:41]([F:44])([F:43])[F:42])[CH:20]=2)=[CH:17][N:18]=1)([CH3:45])[CH2:4][OH:3], predict the reactants needed to synthesize it.